From a dataset of Forward reaction prediction with 1.9M reactions from USPTO patents (1976-2016). Predict the product of the given reaction. (1) Given the reactants [Br:1][C:2]1[CH:3]=[C:4]([C:9]2[N:10]=[CH:11][S:12][C:13]=2[C:14]2[CH:19]=[CH:18][CH:17]=[C:16]([Cl:20])[C:15]=2[Cl:21])[C:5](Cl)=[N:6][CH:7]=1.[CH3:22][O:23][C:24]1[CH:31]=[CH:30][C:27]([CH2:28][NH2:29])=[CH:26][CH:25]=1, predict the reaction product. The product is: [CH3:22][O:23][C:24]1[CH:31]=[CH:30][C:27]([CH2:28][NH:29][C:5]2[C:4]([C:9]3[N:10]=[CH:11][S:12][C:13]=3[C:14]3[CH:19]=[CH:18][CH:17]=[C:16]([Cl:20])[C:15]=3[Cl:21])=[CH:3][C:2]([Br:1])=[CH:7][N:6]=2)=[CH:26][CH:25]=1. (2) Given the reactants [Cl:1][C:2]1[CH:31]=[C:30]([Cl:32])[CH:29]=[CH:28][C:3]=1[CH2:4][N:5]1[CH2:9][C@H:8]([C:10]2[CH:14]=[CH:13][S:12][CH:11]=2)[C@@H:7]([CH2:15][N:16]2[CH2:21][CH2:20][CH:19]([CH2:22][O:23][CH2:24][CH2:25][CH2:26][OH:27])[CH2:18][CH2:17]2)[CH2:6]1.[C:33](OC(=O)C)(=[O:35])[CH3:34].N1C=CC=CC=1.C([O-])([O-])=O.[Na+].[Na+], predict the reaction product. The product is: [Cl:1][C:2]1[CH:31]=[C:30]([Cl:32])[CH:29]=[CH:28][C:3]=1[CH2:4][N:5]1[CH2:9][C@H:8]([C:10]2[CH:14]=[CH:13][S:12][CH:11]=2)[C@@H:7]([CH2:15][N:16]2[CH2:21][CH2:20][CH:19]([CH2:22][O:23][CH2:24][CH2:25][CH2:26][O:27][C:33](=[O:35])[CH3:34])[CH2:18][CH2:17]2)[CH2:6]1.